This data is from Full USPTO retrosynthesis dataset with 1.9M reactions from patents (1976-2016). The task is: Predict the reactants needed to synthesize the given product. (1) The reactants are: [CH2:1]([CH:3]1[O:5][CH2:4]1)[Cl:2].[O:6]([C:13]1[CH:18]=[CH:17][C:16]([OH:19])=[CH:15][CH:14]=1)[C:7]1[CH:12]=[CH:11][CH:10]=[CH:9][CH:8]=1. Given the product [O:6]([C:13]1[CH:14]=[CH:15][C:16]([O:19][CH2:4][CH:3]([OH:5])[CH2:1][Cl:2])=[CH:17][CH:18]=1)[C:7]1[CH:12]=[CH:11][CH:10]=[CH:9][CH:8]=1, predict the reactants needed to synthesize it. (2) Given the product [F:17][C:18]1[CH:23]=[C:22]([F:24])[CH:21]=[CH:20][C:19]=1[C@@:25]([OH:26])([C@:29]([N:30]1[CH:34]=[N:33][CH:32]=[N:31]1)([S:14][CH:11]1[CH2:12][CH2:13][N:8]([C:6]([O:5][C:1]([CH3:4])([CH3:2])[CH3:3])=[O:7])[CH2:9][CH2:10]1)[CH3:35])[CH3:27], predict the reactants needed to synthesize it. The reactants are: [C:1]([O:5][C:6]([N:8]1[CH2:13][CH2:12][CH:11]([SH:14])[CH2:10][CH2:9]1)=[O:7])([CH3:4])([CH3:3])[CH3:2].[H-].[Na+].[F:17][C:18]1[CH:23]=[C:22]([F:24])[CH:21]=[CH:20][C:19]=1[C@@:25]1([CH2:29][N:30]2[CH:34]=[N:33][CH:32]=[N:31]2)[C@H:27](C)[O:26]1.[C:35](OCC)(=O)C. (3) Given the product [CH3:31][C:32]1[C:37]([C:38]([N:14]2[CH2:13][CH2:12][C:11]([CH3:17])([N:9]3[CH2:8][CH2:7][N:6]([CH:18]4[C:26]5[C:21](=[CH:22][CH:23]=[C:24]([C:27]([F:30])([F:28])[F:29])[CH:25]=5)[CH2:20][CH2:19]4)[C@@H:5]([CH3:4])[CH2:10]3)[CH2:16][CH2:15]2)=[O:39])=[C:36]([CH3:41])[N:35]=[CH:34][N:33]=1, predict the reactants needed to synthesize it. The reactants are: Cl.Cl.Cl.[CH3:4][C@H:5]1[CH2:10][N:9]([C:11]2([CH3:17])[CH2:16][CH2:15][NH:14][CH2:13][CH2:12]2)[CH2:8][CH2:7][N:6]1[CH:18]1[C:26]2[C:21](=[CH:22][CH:23]=[C:24]([C:27]([F:30])([F:29])[F:28])[CH:25]=2)[CH2:20][CH2:19]1.[CH3:31][C:32]1[C:37]([C:38](O)=[O:39])=[C:36]([CH3:41])[N:35]=[CH:34][N:33]=1.F[P-](F)(F)(F)(F)F.N1(O[P+](N(C)C)(N(C)C)N(C)C)C2C=CC=CC=2N=N1.C(N(CC)CC)C.C([O-])(O)=O.[Na+]. (4) Given the product [F:12][C:2]([F:1])([F:13])[C:3]1[C:4]([C:9]([NH:66][C:61]2[CH:62]=[CH:63][CH:64]=[CH:65][C:60]=2[C:57]2[CH:56]=[N:55][C:54]([N:51]3[CH:52]=[CH:53][C:49]([C:48]([F:68])([F:67])[F:47])=[N:50]3)=[CH:59][N:58]=2)=[O:11])=[N:5][CH:6]=[CH:7][CH:8]=1, predict the reactants needed to synthesize it. The reactants are: [F:1][C:2]([F:13])([F:12])[C:3]1[C:4]([C:9]([OH:11])=O)=[N:5][CH:6]=[CH:7][CH:8]=1.F[P-](F)(F)(F)(F)F.CN(C(ON1C2=NC=CC=C2N=N1)=[N+](C)C)C.C(N(CC)C(C)C)(C)C.[F:47][C:48]([F:68])([F:67])[C:49]1[CH:53]=[CH:52][N:51]([C:54]2[N:55]=[CH:56][C:57]([C:60]3[CH:65]=[CH:64][CH:63]=[CH:62][C:61]=3[NH2:66])=[N:58][CH:59]=2)[N:50]=1. (5) Given the product [Cl:1][C:2]1[CH:9]=[C:8]([N:10]([CH2:16][C:17]2[CH:22]=[CH:21][CH:20]=[CH:19][C:18]=2[Cl:23])[C@H:11]2[CH2:15][CH2:14][N:13]([CH2:25][C:26]#[N:27])[CH2:12]2)[CH:7]=[CH:6][C:3]=1[C:4]#[N:5], predict the reactants needed to synthesize it. The reactants are: [Cl:1][C:2]1[CH:9]=[C:8]([N:10]([CH2:16][C:17]2[CH:22]=[CH:21][CH:20]=[CH:19][C:18]=2[Cl:23])[C@H:11]2[CH2:15][CH2:14][NH:13][CH2:12]2)[CH:7]=[CH:6][C:3]=1[C:4]#[N:5].Br[CH2:25][C:26]#[N:27]. (6) Given the product [C:1]1([C:17]2[CH:18]=[CH:19][CH:20]=[CH:21][CH:22]=2)[CH:6]=[CH:5][CH:4]=[C:3]([N:7]2[C:8]3[CH:15]=[CH:14][CH:13]=[C:10]([C:11]#[N:12])[C:9]=3[N:16]=[CH:23]2)[CH:2]=1, predict the reactants needed to synthesize it. The reactants are: [C:1]1([C:17]2[CH:22]=[CH:21][CH:20]=[CH:19][CH:18]=2)[CH:6]=[CH:5][CH:4]=[C:3]([NH:7][C:8]2[C:9]([NH2:16])=[C:10]([CH:13]=[CH:14][CH:15]=2)[C:11]#[N:12])[CH:2]=1.[CH:23](OCC)(OCC)OCC.Cl. (7) Given the product [CH2:1]([N:8]1[CH2:13][CH:25]([CH2:24][CH3:23])[C:26](=[O:22])[C:10]([CH2:11][CH3:12])([CH3:15])[CH2:9]1)[C:2]1[CH:7]=[CH:6][CH:5]=[CH:4][CH:3]=1, predict the reactants needed to synthesize it. The reactants are: [CH2:1]([N:8]1[CH2:13][CH2:12][C:11](=O)[CH:10]([CH3:15])[CH2:9]1)[C:2]1[CH:7]=[CH:6][CH:5]=[CH:4][CH:3]=1.[H-].[Na+].C(I)C.O.[O:22]1[CH2:26][CH2:25][CH2:24][CH2:23]1.